From a dataset of Forward reaction prediction with 1.9M reactions from USPTO patents (1976-2016). Predict the product of the given reaction. (1) Given the reactants [O-]S(C(F)(F)F)(=O)=O.[CH2:9]([C:13]1[CH:18]=[CH:17][C:16]([N:19]([C:35]2[CH:40]=[CH:39][C:38](/[CH:41]=[CH:42]/[C:43]3[CH:48]=[CH:47][C:46]([N:49]([C:65]4[CH:70]=[CH:69][C:68]([CH2:71][CH2:72][CH2:73][CH3:74])=[CH:67][CH:66]=4)[C:50]4[CH:55]=[CH:54][CH:53]=[C:52]([SH+:56][CH2:57][CH2:58][C:59]5[CH:64]=[CH:63][CH:62]=[CH:61][CH:60]=5)[CH:51]=4)=[CH:45][CH:44]=3)=[CH:37][CH:36]=2)[C:20]2[CH:21]=[C:22]([SH+:26][CH2:27][CH2:28][C:29]3[CH:34]=[CH:33][CH:32]=[CH:31][CH:30]=3)[CH:23]=[CH:24][CH:25]=2)=[CH:15][CH:14]=1)[CH2:10][CH2:11][CH3:12].[O-]S(C(F)(F)F)(=O)=O.[F:83][Sb-:84]([F:89])([F:88])([F:87])([F:86])[F:85].[Na+], predict the reaction product. The product is: [F:83][Sb-:84]([F:89])([F:88])([F:87])([F:86])[F:85].[CH2:71]([C:68]1[CH:67]=[CH:66][C:65]([N:49]([C:46]2[CH:47]=[CH:48][C:43](/[CH:42]=[CH:41]/[C:38]3[CH:39]=[CH:40][C:35]([N:19]([C:16]4[CH:17]=[CH:18][C:13]([CH2:9][CH2:10][CH2:11][CH3:12])=[CH:14][CH:15]=4)[C:20]4[CH:25]=[CH:24][CH:23]=[C:22]([SH+:26][CH2:27][CH2:28][C:29]5[CH:30]=[CH:31][CH:32]=[CH:33][CH:34]=5)[CH:21]=4)=[CH:36][CH:37]=3)=[CH:44][CH:45]=2)[C:50]2[CH:51]=[C:52]([SH+:56][CH2:57][CH2:58][C:59]3[CH:64]=[CH:63][CH:62]=[CH:61][CH:60]=3)[CH:53]=[CH:54][CH:55]=2)=[CH:70][CH:69]=1)[CH2:72][CH2:73][CH3:74].[F:83][Sb-:84]([F:89])([F:88])([F:87])([F:86])[F:85]. (2) Given the reactants [CH3:1][C:2]1[CH:6]=[C:5]([CH2:7][C:8]([OH:10])=[O:9])[O:4][N:3]=1.S(Cl)(Cl)=O.[CH3:15]O, predict the reaction product. The product is: [CH3:15][O:9][C:8](=[O:10])[CH2:7][C:5]1[O:4][N:3]=[C:2]([CH3:1])[CH:6]=1.